Predict the product of the given reaction. From a dataset of Forward reaction prediction with 1.9M reactions from USPTO patents (1976-2016). (1) Given the reactants Br[C:2]1[CH:3]=[C:4]2[C:9](=[N:10][C:11]=1[CH:12]([O:15][CH3:16])[O:13][CH3:14])[N:8]([C:17]([NH:19][C:20]1[CH:25]=[CH:24][C:23]([C:26]#[N:27])=[CH:22][N:21]=1)=[O:18])[CH2:7][CH2:6][CH2:5]2.[Li]C.[Li]CCCC.CN([CH:38]=[O:39])C.[NH4+].[Cl-].[BH4-].[Na+], predict the reaction product. The product is: [C:26]([C:23]1[CH:24]=[CH:25][C:20]([NH:19][C:17]([N:8]2[C:9]3[C:4](=[CH:3][C:2]([CH2:38][OH:39])=[C:11]([CH:12]([O:15][CH3:16])[O:13][CH3:14])[N:10]=3)[CH2:5][CH2:6][CH2:7]2)=[O:18])=[N:21][CH:22]=1)#[N:27]. (2) Given the reactants [I:1][C:2]1[N:6]2[CH:7]=[CH:8][CH:9]=[CH:10][C:5]2=[N:4][C:3]=1[CH2:11][C@@H:12]1[CH2:17][CH2:16][CH2:15][CH2:14][N:13]1C(OC(C)(C)C)=O.C(O)(C(F)(F)F)=O, predict the reaction product. The product is: [I:1][C:2]1[N:6]2[CH:7]=[CH:8][CH:9]=[CH:10][C:5]2=[N:4][C:3]=1[CH2:11][C@@H:12]1[CH2:17][CH2:16][CH2:15][CH2:14][NH:13]1. (3) Given the reactants FC(F)(F)C1C=CC(CBr)=CC=1.Br[CH2:14][C:15]1[C:24]2[C:19](=[CH:20][CH:21]=[CH:22][CH:23]=2)[CH:18]=[CH:17][N:16]=1.[CH3:25][C:26]1[N:27]=[C:28]([N:36]2[CH2:40][CH2:39][NH:38][C:37]2=[O:41])[S:29][C:30]=1[C:31]([O:33][CH2:34][CH3:35])=[O:32], predict the reaction product. The product is: [C:15]1([CH2:14][N:38]2[CH2:39][CH2:40][N:36]([C:28]3[S:29][C:30]([C:31]([O:33][CH2:34][CH3:35])=[O:32])=[C:26]([CH3:25])[N:27]=3)[C:37]2=[O:41])[C:24]2[C:19](=[CH:20][CH:21]=[CH:22][CH:23]=2)[CH:18]=[CH:17][N:16]=1. (4) Given the reactants Br[CH2:2][C:3]1[C:4]([C:11]2[CH:16]=[CH:15][CH:14]=[CH:13][C:12]=2[O:17][C:18]([F:21])([F:20])[F:19])=[N:5][O:6][C:7]=1[CH:8]1[CH2:10][CH2:9]1.[CH3:22][C:23]1[CH:24]=[C:25]([OH:38])[CH:26]=[CH:27][C:28]=1[B:29]1[O:33][C:32]([CH3:35])([CH3:34])[C:31]([CH3:37])([CH3:36])[O:30]1.C(=O)([O-])[O-].[K+].[K+], predict the reaction product. The product is: [CH:8]1([C:7]2[O:6][N:5]=[C:4]([C:11]3[CH:16]=[CH:15][CH:14]=[CH:13][C:12]=3[O:17][C:18]([F:21])([F:20])[F:19])[C:3]=2[CH2:2][O:38][C:25]2[CH:26]=[CH:27][C:28]([B:29]3[O:33][C:32]([CH3:34])([CH3:35])[C:31]([CH3:37])([CH3:36])[O:30]3)=[C:23]([CH3:22])[CH:24]=2)[CH2:10][CH2:9]1. (5) Given the reactants Cl[C:2]1[N:3]=[C:4]([N:18]2[CH2:23][CH2:22][O:21][CH2:20][CH2:19]2)[C:5]2[CH2:10][N:9]([C:11]([O:13][C:14]([CH3:17])([CH3:16])[CH3:15])=[O:12])[CH2:8][C:6]=2[N:7]=1.[CH2:24]([NH:26][C:27](=[O:44])[NH:28][C:29]1[CH:34]=[CH:33][C:32](B2OC(C)(C)C(C)(C)O2)=[CH:31][CH:30]=1)[CH3:25].C([O-])([O-])=O.[Na+].[Na+], predict the reaction product. The product is: [CH2:24]([NH:26][C:27](=[O:44])[NH:28][C:29]1[CH:34]=[CH:33][C:32]([C:2]2[N:3]=[C:4]([N:18]3[CH2:23][CH2:22][O:21][CH2:20][CH2:19]3)[C:5]3[CH2:10][N:9]([C:11]([O:13][C:14]([CH3:17])([CH3:16])[CH3:15])=[O:12])[CH2:8][C:6]=3[N:7]=2)=[CH:31][CH:30]=1)[CH3:25]. (6) Given the reactants [Br:1][C:2]1[C:3]([N:16]([CH3:21])[S:17]([CH3:20])(=[O:19])=[O:18])=[CH:4][C:5]2[O:9][C:8](I)=[C:7]([C:11]([NH:13][CH3:14])=[O:12])[C:6]=2[CH:15]=1.C([O-])([O-])=O.[K+].[K+].[NH:28]1[CH:32]=[CH:31][N:30]=[CH:29]1, predict the reaction product. The product is: [Br:1][C:2]1[C:3]([N:16]([CH3:21])[S:17]([CH3:20])(=[O:19])=[O:18])=[CH:4][C:5]2[O:9][C:8]([N:28]3[CH:32]=[CH:31][N:30]=[CH:29]3)=[C:7]([C:11]([NH:13][CH3:14])=[O:12])[C:6]=2[CH:15]=1. (7) Given the reactants [F-].C([N+](CCCC)(CCCC)CCCC)CCC.[Si]([O:36][CH2:37][CH2:38][O:39][CH2:40][C@H:41]([O:53][C:54]1[N:59]=[CH:58][N:57]=[C:56]2[N:60]([C:63]3[CH:68]=[CH:67][CH:66]=[C:65]([F:69])[C:64]=3[CH3:70])[N:61]=[CH:62][C:55]=12)[C:42]([NH:44][C:45]1[CH:50]=[CH:49][C:48]([C:51]#[N:52])=[CH:47][N:46]=1)=[O:43])(C(C)(C)C)(C1C=CC=CC=1)C1C=CC=CC=1.[Cl-].[NH4+], predict the reaction product. The product is: [C:51]([C:48]1[CH:49]=[CH:50][C:45]([NH:44][C:42](=[O:43])[C@@H:41]([O:53][C:54]2[C:55]3[CH:62]=[N:61][N:60]([C:63]4[CH:68]=[CH:67][CH:66]=[C:65]([F:69])[C:64]=4[CH3:70])[C:56]=3[N:57]=[CH:58][N:59]=2)[CH2:40][O:39][CH2:38][CH2:37][OH:36])=[N:46][CH:47]=1)#[N:52]. (8) The product is: [Ba+2:21].[S:2]([C:6]1[CH:7]=[C:8]([C:15]([O-:17])=[O:16])[CH:9]=[C:10]([CH:14]=1)[C:11]([O-:13])=[O:12])([OH:5])(=[O:4])=[O:3]. Given the reactants [Na+].[S:2]([C:6]1[CH:7]=[C:8]([C:15]([O-:17])=[O:16])[CH:9]=[C:10]([CH:14]=1)[C:11]([O-:13])=[O:12])([OH:5])(=[O:4])=[O:3].[Na+].[Na].[Cl-].[Ba+2:21].[Cl-], predict the reaction product.